Task: Regression. Given a peptide amino acid sequence and an MHC pseudo amino acid sequence, predict their binding affinity value. This is MHC class I binding data.. Dataset: Peptide-MHC class I binding affinity with 185,985 pairs from IEDB/IMGT (1) The peptide sequence is VAAKGAPAL. The MHC is HLA-B46:01 with pseudo-sequence HLA-B46:01. The binding affinity (normalized) is 0.0847. (2) The peptide sequence is EKDVWEQWW. The MHC is Mamu-B17 with pseudo-sequence Mamu-B17. The binding affinity (normalized) is 0.194. (3) The peptide sequence is IYQPESQKF. The MHC is HLA-A29:02 with pseudo-sequence HLA-A29:02. The binding affinity (normalized) is 0.443. (4) The peptide sequence is TATKRIRMA. The MHC is HLA-A02:02 with pseudo-sequence HLA-A02:02. The binding affinity (normalized) is 0.00307. (5) The peptide sequence is RYPLTFGW. The MHC is HLA-A11:01 with pseudo-sequence HLA-A11:01. The binding affinity (normalized) is 0.240.